This data is from Catalyst prediction with 721,799 reactions and 888 catalyst types from USPTO. The task is: Predict which catalyst facilitates the given reaction. (1) Reactant: C([Li])CCC.[C:6]1([NH:12][C:13](=[O:23])[C:14]2[CH:19]=[CH:18][C:17](Br)=[CH:16][C:15]=2[O:21][CH3:22])[CH:11]=[CH:10][CH:9]=[CH:8][CH:7]=1.[B:24](OC(C)C)([O:29]C(C)C)[O:25]C(C)C.Cl. Product: [NH:12]([C:13]([C:14]1[CH:19]=[CH:18][C:17]([B:24]([OH:29])[OH:25])=[CH:16][C:15]=1[O:21][CH3:22])=[O:23])[C:6]1[CH:11]=[CH:10][CH:9]=[CH:8][CH:7]=1. The catalyst class is: 7. (2) The catalyst class is: 16. Product: [Br:1][C:2]1[C:10]2[C:9]([NH:11][C:12]3[CH:13]=[C:14]4[CH:20]=[N:19][NH:18][C:15]4=[CH:16][N:17]=3)=[N:8][CH:7]=[N:6][C:5]=2[NH:4][C:3]=1[C:21]([NH:29][CH2:28][CH2:27][CH2:26][N:25]([CH3:30])[CH3:24])=[O:22]. Reactant: [Br:1][C:2]1[C:10]2[C:9]([NH:11][C:12]3[CH:13]=[C:14]4[CH:20]=[N:19][NH:18][C:15]4=[CH:16][N:17]=3)=[N:8][CH:7]=[N:6][C:5]=2[NH:4][C:3]=1[C:21](O)=[O:22].[CH3:24][N:25]([CH3:30])[CH2:26][CH2:27][CH2:28][NH2:29].C(N(C(C)C)C(C)C)C.F[P-](F)(F)(F)(F)F.N1(O[P+](N2CCCC2)(N2CCCC2)N2CCCC2)C2C=CC=CC=2N=N1. (3) Reactant: [CH3:1][N:2]([CH3:18])[C:3]1[CH:8]=[C:7]([NH:9][C:10]2[CH:15]=[CH:14][C:13]([CH3:16])=[CH:12][CH:11]=2)[N:6]=[C:5]([NH2:17])[N:4]=1.[C:19]1([CH2:25][C:26](Cl)=[O:27])[CH:24]=[CH:23][CH:22]=[CH:21][CH:20]=1.C(N(CC)CC)C. Product: [CH3:18][N:2]([CH3:1])[C:3]1[CH:8]=[C:7]([NH:9][C:10]2[CH:15]=[CH:14][C:13]([CH3:16])=[CH:12][CH:11]=2)[N:6]=[C:5]([NH:17][C:26](=[O:27])[CH2:25][C:19]2[CH:24]=[CH:23][CH:22]=[CH:21][CH:20]=2)[N:4]=1. The catalyst class is: 2. (4) Reactant: [Cl:1][C:2]1[CH:3]=[C:4]([CH2:9][N:10]2[C:14]([CH3:15])=[C:13]([C:16]([NH:18][C:19]3[CH:20]=[C:21]([CH:26]=[C:27]([C:29]([NH:31][CH3:32])=[O:30])[CH:28]=3)[C:22](OC)=[O:23])=[O:17])[N:12]=[N:11]2)[CH:5]=[CH:6][C:7]=1[Cl:8].[H-].[H-].[H-].[H-].[Li+].[Al+3].O. Product: [Cl:1][C:2]1[CH:3]=[C:4]([CH2:9][N:10]2[C:14]([CH3:15])=[C:13]([C:16]([NH:18][C:19]3[CH:28]=[C:27]([C:29]([NH:31][CH3:32])=[O:30])[CH:26]=[C:21]([CH2:22][OH:23])[CH:20]=3)=[O:17])[N:12]=[N:11]2)[CH:5]=[CH:6][C:7]=1[Cl:8]. The catalyst class is: 1. (5) Reactant: [CH:1]1([CH2:4][C:5]#[N:6])[CH2:3][CH2:2]1.[Li]CCCC.[O:12]=[C:13]1[CH2:18][CH2:17][N:16]([C:19]2[CH:24]=[CH:23][C:22]([N:25]3[CH2:29][C@H:28]([CH2:30][NH:31][C:32](=[O:34])[CH3:33])[O:27][C:26]3=[O:35])=[CH:21][C:20]=2[F:36])[CH2:15][CH2:14]1. Product: [CH:1]1([CH:4]([C:13]2([OH:12])[CH2:14][CH2:15][N:16]([C:19]3[CH:24]=[CH:23][C:22]([N:25]4[CH2:29][C@H:28]([CH2:30][NH:31][C:32](=[O:34])[CH3:33])[O:27][C:26]4=[O:35])=[CH:21][C:20]=3[F:36])[CH2:17][CH2:18]2)[C:5]#[N:6])[CH2:3][CH2:2]1. The catalyst class is: 7. (6) The catalyst class is: 1. Reactant: [N:1]([C:4]1(Cl)[CH:9]=[CH:8][CH:7]=[CH:6][CH2:5]1)=[C:2]=[S:3].[ClH:11].[CH:12]([NH2:14])=[NH:13].[OH-].[Na+]. Product: [NH2:13][CH:12]=[N:14][C:2]([NH:1][C:4]1[CH:9]=[CH:8][C:7]([Cl:11])=[CH:6][CH:5]=1)=[S:3]. (7) Reactant: Cl[CH2:2][C:3]([N:5]([CH3:7])[CH3:6])=[O:4].Cl.Cl.[Cl:10][C:11]1[C:12]([F:37])=[C:13]([CH:34]=[CH:35][CH:36]=1)[NH:14][C:15]1[C:24]2[C:19](=[CH:20][C:21]([O:32][CH3:33])=[C:22]([O:25][CH:26]3[CH2:31][CH2:30][CH2:29][NH:28][CH2:27]3)[CH:23]=2)[N:18]=[CH:17][N:16]=1.C(=O)([O-])[O-].[K+].[K+]. Product: [Cl:10][C:11]1[C:12]([F:37])=[C:13]([CH:34]=[CH:35][CH:36]=1)[NH:14][C:15]1[C:24]2[C:19](=[CH:20][C:21]([O:32][CH3:33])=[C:22]([O:25][CH:26]3[CH2:31][CH2:30][CH2:29][N:28]([CH2:2][C:3](=[O:4])[N:5]([CH3:7])[CH3:6])[CH2:27]3)[CH:23]=2)[N:18]=[CH:17][N:16]=1. The catalyst class is: 3. (8) Reactant: [CH:1]1([C:4]2[CH:5]=[C:6]([NH:9][C:10]3[CH:15]=[C:14]([Cl:16])[N:13]=[C:12](Cl)[N:11]=3)[NH:7][N:8]=2)[CH2:3][CH2:2]1.[CH:18]1[C:27]2[C:22](=[CH:23][CH:24]=[CH:25][CH:26]=2)[CH:21]=[CH:20][C:19]=1[SH:28].C(N(CC)CC)C. Product: [Cl:16][C:14]1[N:13]=[C:12]([S:28][C:19]2[CH:20]=[CH:21][C:22]3[C:27](=[CH:26][CH:25]=[CH:24][CH:23]=3)[CH:18]=2)[N:11]=[C:10]([NH:9][C:6]2[NH:7][N:8]=[C:4]([CH:1]3[CH2:3][CH2:2]3)[CH:5]=2)[CH:15]=1. The catalyst class is: 107. (9) Reactant: [Br:1][C:2]1[CH:3]=[C:4]([C:9](=O)[CH2:10][CH:11]([CH3:13])[CH3:12])[CH:5]=[C:6]([Br:8])[CH:7]=1.O.NN.[OH-].[K+].Cl. Product: [Br:1][C:2]1[CH:3]=[C:4]([CH2:9][CH2:10][CH:11]([CH3:12])[CH3:13])[CH:5]=[C:6]([Br:8])[CH:7]=1. The catalyst class is: 831.